This data is from Full USPTO retrosynthesis dataset with 1.9M reactions from patents (1976-2016). The task is: Predict the reactants needed to synthesize the given product. Given the product [Cl:23][CH2:24][C:25]([N:12]([CH2:11][CH2:10][C:5]1[CH:6]=[CH:7][C:8]([F:9])=[C:3]([C:1]#[N:2])[CH:4]=1)[CH2:13][CH2:14][NH:15][C:16](=[O:22])[O:17][C:18]([CH3:19])([CH3:21])[CH3:20])=[O:26], predict the reactants needed to synthesize it. The reactants are: [C:1]([C:3]1[CH:4]=[C:5]([CH2:10][CH2:11][NH:12][CH2:13][CH2:14][NH:15][C:16](=[O:22])[O:17][C:18]([CH3:21])([CH3:20])[CH3:19])[CH:6]=[CH:7][C:8]=1[F:9])#[N:2].[Cl:23][CH2:24][C:25](Cl)=[O:26].